This data is from Full USPTO retrosynthesis dataset with 1.9M reactions from patents (1976-2016). The task is: Predict the reactants needed to synthesize the given product. (1) Given the product [CH3:1][C:2]([O:13][C:14](=[O:15])[NH:16][C@H:17]1[C:18](=[O:19])[O:25][C@@H:21]1[CH:22]([CH3:24])[CH3:23])([CH3:26])[CH2:3][CH2:4][CH2:5][CH2:6][C:7]1[CH:12]=[CH:11][CH:10]=[CH:9][CH:8]=1, predict the reactants needed to synthesize it. The reactants are: [CH3:1][C:2]([CH3:26])([O:13][C:14]([NH:16][C@H:17]([C@H:21]([OH:25])[CH:22]([CH3:24])[CH3:23])[C:18](O)=[O:19])=[O:15])[CH2:3][CH2:4][CH2:5][CH2:6][C:7]1[CH:12]=[CH:11][CH:10]=[CH:9][CH:8]=1.CC(C)(OC(N[C@H]([C@@H](O)C(C)C)C(O)=O)=O)CCCCC1C=CC=CC=1.CCN(CC)CC.CN(C(ON1N=NC2C=CC=CC1=2)=[N+](C)C)C.[B-](F)(F)(F)F. (2) The reactants are: C([N:8]1[CH:17]=[C:16]2[C:11]([N:12]([CH3:29])[C:13](=[O:28])[C:14]([C:18]3[CH:23]=[C:22]([N+:24]([O-])=O)[CH:21]=[CH:20][C:19]=3[CH3:27])=[CH:15]2)=[C:10]2[CH:30]=[CH:31][N:32]=[C:9]12)C1C=CC=CC=1. Given the product [NH2:24][C:22]1[CH:21]=[CH:20][C:19]([CH3:27])=[C:18]([C:14]2[C:13](=[O:28])[N:12]([CH3:29])[C:11]3[C:16](=[CH:17][N:8]=[C:9]4[NH:32][CH:31]=[CH:30][C:10]4=3)[CH:15]=2)[CH:23]=1, predict the reactants needed to synthesize it.